From a dataset of Catalyst prediction with 721,799 reactions and 888 catalyst types from USPTO. Predict which catalyst facilitates the given reaction. Product: [CH:10]1([C:13]2[C:22]3[C:17](=[CH:18][CH:19]=[CH:20][CH:21]=3)[C:16]([N:23]=[C:6]=[S:7])=[CH:15][CH:14]=2)[CH2:12][CH2:11]1. The catalyst class is: 4. Reactant: C(=O)(O)[O-].[Na+].[C:6](Cl)(Cl)=[S:7].[CH:10]1([C:13]2[C:22]3[C:17](=[CH:18][CH:19]=[CH:20][CH:21]=3)[C:16]([NH2:23])=[CH:15][CH:14]=2)[CH2:12][CH2:11]1.